From a dataset of Reaction yield outcomes from USPTO patents with 853,638 reactions. Predict the reaction yield, written as a fraction of the theoretical maximum amount of product (1.0 means a 100% yield; for example, 0.34 means a 34% yield). (1) The reactants are [CH2:1]([O:8][C:9](=[O:18])[CH:10]([OH:17])[C:11]1[CH:16]=[CH:15][CH:14]=[CH:13][CH:12]=1)[C:2]1[CH:7]=[CH:6][CH:5]=[CH:4][CH:3]=1.O[N:20]1[C:24](=[O:25])[C:23]2=[CH:26][CH:27]=[CH:28][CH:29]=[C:22]2[C:21]1=[O:30].C1C=CC(P(C2C=CC=CC=2)C2C=CC=CC=2)=CC=1.CC(OC(/N=N/C(OC(C)C)=O)=O)C. The catalyst is C(Cl)Cl. The product is [CH2:1]([O:8][C:9](=[O:18])[CH:10]([O:17][N:20]1[C:24](=[O:25])[C:23]2[C:22](=[CH:29][CH:28]=[CH:27][CH:26]=2)[C:21]1=[O:30])[C:11]1[CH:12]=[CH:13][CH:14]=[CH:15][CH:16]=1)[C:2]1[CH:3]=[CH:4][CH:5]=[CH:6][CH:7]=1. The yield is 0.980. (2) The reactants are [F:1][C:2]([F:7])([F:6])[C:3]([OH:5])=[O:4].F[C:9](F)(F)[C:10](O)=[O:11].[Cl:15][C:16]1[CH:17]=[N:18][C:19]2[NH:20][C:21]3[CH:22]=[CH:23][CH:24]=[C:25]([CH:46]=3)[CH2:26][CH2:27][C:28]3[CH:36]=[C:32]([NH:33][C:34]=1[N:35]=2)[CH:31]=[CH:30][C:29]=3[NH:37][C:38]([CH:40]1[CH2:45][CH2:44][CH2:43][NH:42][CH2:41]1)=[O:39].C(Cl)(=O)C. No catalyst specified. The product is [F:1][C:2]([F:7])([F:6])[C:3]([OH:5])=[O:4].[C:10]([N:42]1[CH2:43][CH2:44][CH2:45][CH:40]([C:38]([NH:37][C:29]2[CH:30]=[CH:31][C:32]3[NH:33][C:34]4[N:35]=[C:19]([NH:20][C:21]5[CH:22]=[CH:23][CH:24]=[C:25]([CH:46]=5)[CH2:26][CH2:27][C:28]=2[CH:36]=3)[N:18]=[CH:17][C:16]=4[Cl:15])=[O:39])[CH2:41]1)(=[O:11])[CH3:9]. The yield is 0.340. (3) The reactants are [CH2:1]([NH2:4])[CH:2]=[CH2:3].[Cl:5][C:6]1[N:7]=[C:8]([NH:16][CH:17]2[CH2:22][CH2:21][CH2:20][CH2:19][CH2:18]2)[C:9]2[S:14][CH:13]=[C:12]([CH3:15])[C:10]=2[N:11]=1. The catalyst is O. The product is [ClH:5].[CH2:1]([NH:4][C:6]1[N:7]=[C:8]([NH:16][CH:17]2[CH2:18][CH2:19][CH2:20][CH2:21][CH2:22]2)[C:9]2[S:14][CH:13]=[C:12]([CH3:15])[C:10]=2[N:11]=1)[CH:2]=[CH2:3]. The yield is 0.667. (4) The reactants are [CH3:1][C:2]([CH3:22])([CH3:21])[CH2:3][CH2:4][C@H:5]1[CH2:10][C@H:9]([C:11]2[O:15][NH:14][C:13](=[O:16])[CH:12]=2)[CH2:8][CH2:7][N:6]1[C:17]([O:19][CH3:20])=[O:18].CCCCCCC.CC(O)C. The catalyst is C(#N)C. The product is [CH3:1][C:2]([CH3:22])([CH3:21])[CH2:3][CH2:4][C@@H:5]1[CH2:10][C@@H:9]([C:11]2[O:15][NH:14][C:13](=[O:16])[CH:12]=2)[CH2:8][CH2:7][N:6]1[C:17]([O:19][CH3:20])=[O:18]. The yield is 0.430. (5) The reactants are N1C=CN=C1.[OH:6][CH2:7][CH2:8][CH2:9][NH:10][C:11](=[O:17])[O:12][C:13]([CH3:16])([CH3:15])[CH3:14].[CH3:18][C:19]([Si:22](Cl)([CH3:24])[CH3:23])([CH3:21])[CH3:20].CCOC(C)=O.CCCCCC. The catalyst is ClCCl. The product is [C:13]([O:12][C:11](=[O:17])[NH:10][CH2:9][CH2:8][CH2:7][O:6][Si:22]([C:19]([CH3:21])([CH3:20])[CH3:18])([CH3:24])[CH3:23])([CH3:14])([CH3:16])[CH3:15]. The yield is 0.840.